Dataset: Forward reaction prediction with 1.9M reactions from USPTO patents (1976-2016). Task: Predict the product of the given reaction. (1) Given the reactants C(C1C=C([O:10][C:11]2[CH:19]=[CH:18][C:14]([C:15]([OH:17])=[O:16])=[CH:13][C:12]=2[F:20])C=CN=1)(=O)N.CN(C(ON1N=N[C:31]2C=CC=N[C:30]1=2)=[N+](C)C)C.F[P-](F)(F)(F)(F)F.NC1C(=O)N(C2C=CC(F)=CC=2)C=CC=1.CCN(CCO)CC, predict the reaction product. The product is: [F:20][C:12]1[CH:13]=[C:14]([CH:18]=[CH:19][C:11]=1[OH:10])[C:15]([O:17][CH2:30][CH3:31])=[O:16]. (2) Given the reactants [Cl:1][C:2]1[CH:3]=[C:4]2[C:8](=[CH:9][CH:10]=1)[N:7]([CH2:11][CH:12]([CH3:14])[CH3:13])[CH:6]=[C:5]2[C:15]1[S:16][CH:17]=[C:18]([C:20]([O:22]CC)=[O:21])[N:19]=1.[OH-].[Na+].Cl, predict the reaction product. The product is: [Cl:1][C:2]1[CH:3]=[C:4]2[C:8](=[CH:9][CH:10]=1)[N:7]([CH2:11][CH:12]([CH3:14])[CH3:13])[CH:6]=[C:5]2[C:15]1[S:16][CH:17]=[C:18]([C:20]([OH:22])=[O:21])[N:19]=1. (3) Given the reactants [F:1][C:2]1[C:3]([CH3:11])=[C:4]([CH:8]=[CH:9][CH:10]=1)[C:5]([OH:7])=[O:6].CN(CCN(C)C)C.[Li][CH:21]([CH2:23][CH3:24])[CH3:22].[Br-:25].[CH2:26]1[CH2:30][O:29][CH2:28][CH2:27]1, predict the reaction product. The product is: [Br:25][C:21]1[CH:23]=[CH:24][C:28]([O:29][CH3:30])=[C:27]([CH2:26][CH2:11][C:3]2[C:2]([F:1])=[CH:10][CH:9]=[CH:8][C:4]=2[C:5]([OH:7])=[O:6])[CH:22]=1. (4) Given the reactants [H-].[Na+].[CH2:3]([N:10]([CH2:29][C:30]1[CH:35]=[CH:34][CH:33]=[CH:32][CH:31]=1)[CH:11]1[CH2:15][CH:14]([CH3:16])[CH:13]([C:17]2[N:21]3[C:22]4[CH:28]=[CH:27][NH:26][C:23]=4[N:24]=[CH:25][C:20]3=[N:19][CH:18]=2)[CH2:12]1)[C:4]1[CH:9]=[CH:8][CH:7]=[CH:6][CH:5]=1.[CH3:36][Si:37]([CH2:40][CH2:41][O:42][CH2:43]Cl)([CH3:39])[CH3:38], predict the reaction product. The product is: [CH2:29]([N:10]([CH2:3][C:4]1[CH:9]=[CH:8][CH:7]=[CH:6][CH:5]=1)[CH:11]1[CH2:12][CH:13]([C:17]2[N:21]3[C:22]4[CH:28]=[CH:27][N:26]([CH2:43][O:42][CH2:41][CH2:40][Si:37]([CH3:39])([CH3:38])[CH3:36])[C:23]=4[N:24]=[CH:25][C:20]3=[N:19][CH:18]=2)[CH:14]([CH3:16])[CH2:15]1)[C:30]1[CH:35]=[CH:34][CH:33]=[CH:32][CH:31]=1. (5) Given the reactants [C:1]([CH:3]([NH:13][C:14](=O)[CH3:15])[CH2:4][O:5][CH2:6][C:7]1[CH:12]=[CH:11][CH:10]=[CH:9][CH:8]=1)#[N:2].C1(P(C2C=CC=CC=2)C2C=CC=CC=2)C=CC=CC=1.C(Cl)(Cl)(Cl)[Cl:37], predict the reaction product. The product is: [Cl:37][C:1]1[N:2]=[C:14]([CH3:15])[NH:13][C:3]=1[CH2:4][O:5][CH2:6][C:7]1[CH:12]=[CH:11][CH:10]=[CH:9][CH:8]=1. (6) Given the reactants Br[C:2]1[C:3]([CH:9]([O:15][C:16]([CH3:19])([CH3:18])[CH3:17])[C:10]([O:12][CH2:13][CH3:14])=[O:11])=[C:4]([CH3:8])[S:5][C:6]=1[Cl:7].[F:20][C:21]1[C:30]2[O:29][CH2:28][CH2:27][CH2:26][C:25]=2[C:24]([CH3:31])=[C:23](B2OC(C)(C)C(C)(C)O2)[CH:22]=1.C(=O)([O-])[O-].[K+].[K+], predict the reaction product. The product is: [C:16]([O:15][CH:9]([C:3]1[C:2]([C:23]2[CH:22]=[C:21]([F:20])[C:30]3[O:29][CH2:28][CH2:27][CH2:26][C:25]=3[C:24]=2[CH3:31])=[C:6]([Cl:7])[S:5][C:4]=1[CH3:8])[C:10]([O:12][CH2:13][CH3:14])=[O:11])([CH3:19])([CH3:18])[CH3:17]. (7) Given the reactants N#N.[NH:3]1[C:7]2[CH:8]=[CH:9][CH:10]=[CH:11][C:6]=2[N:5]=[C:4]1[C@H:12]([NH:22][C:23]([N:25]1[CH2:30][CH:29]2[CH2:31][CH2:32][CH:26]1[CH2:27][NH:28]2)=[O:24])[CH2:13][C:14]1[CH:19]=[CH:18][C:17]([O:20][CH3:21])=[CH:16][CH:15]=1.CCN(C(C)C)C(C)C.Cl[C:43]([O:45][CH3:46])=[O:44], predict the reaction product. The product is: [NH:3]1[C:7]2[CH:8]=[CH:9][CH:10]=[CH:11][C:6]=2[N:5]=[C:4]1[C@H:12]([NH:22][C:23]([N:25]1[CH2:30][CH:29]2[CH2:31][CH2:32][CH:26]1[CH2:27][N:28]2[C:43]([O:45][CH3:46])=[O:44])=[O:24])[CH2:13][C:14]1[CH:19]=[CH:18][C:17]([O:20][CH3:21])=[CH:16][CH:15]=1.